Dataset: Forward reaction prediction with 1.9M reactions from USPTO patents (1976-2016). Task: Predict the product of the given reaction. Given the reactants COC1C=C(C)C(S(N(CCOCC(O)=O)C)(=O)=O)=C(C)C=1.N1C=CC=C(C2(O)CCNCC2)C=1.C(=O)(O)[O-].[Na+].[OH:41][C:42]1([C:69]2[CH:70]=[N:71][CH:72]=[CH:73][CH:74]=2)[CH2:47][CH2:46][N:45]([C:48](=[O:68])[CH2:49][O:50][CH2:51][CH2:52][N:53]([CH3:67])[S:54]([C:57]2[C:62]([CH3:63])=[CH:61][C:60]([O:64][CH3:65])=[CH:59][C:58]=2[CH3:66])(=[O:56])=[O:55])[CH2:44][CH2:43]1.[Cl:75][Si](C)(C)C, predict the reaction product. The product is: [ClH:75].[OH:41][C:42]1([C:69]2[CH:70]=[N:71][CH:72]=[CH:73][CH:74]=2)[CH2:43][CH2:44][N:45]([C:48](=[O:68])[CH2:49][O:50][CH2:51][CH2:52][N:53]([CH3:67])[S:54]([C:57]2[C:58]([CH3:66])=[CH:59][C:60]([O:64][CH3:65])=[CH:61][C:62]=2[CH3:63])(=[O:55])=[O:56])[CH2:46][CH2:47]1.